Predict which catalyst facilitates the given reaction. From a dataset of Catalyst prediction with 721,799 reactions and 888 catalyst types from USPTO. (1) Reactant: FC(F)(F)C(O)=O.[CH2:8]([N:11]1[C:19]2[C:18](=[O:20])[N:17]([CH2:21][C:22]3([OH:28])[CH2:27][CH2:26][NH:25][CH2:24][CH2:23]3)[CH:16]=[N:15][C:14]=2[CH:13]=[CH:12]1)[CH:9]=[CH2:10].[C:29]1([C@H:35]([CH3:40])[CH2:36][C:37](O)=[O:38])[CH:34]=[CH:33][CH:32]=[CH:31][CH:30]=1.CN(C(ON1N=NC2C=CC=NC1=2)=[N+](C)C)C.F[P-](F)(F)(F)(F)F.CCN(C(C)C)C(C)C. Product: [CH2:8]([N:11]1[C:19]2[C:18](=[O:20])[N:17]([CH2:21][C:22]3([OH:28])[CH2:27][CH2:26][N:25]([C:37](=[O:38])[CH2:36][C@H:35]([C:29]4[CH:34]=[CH:33][CH:32]=[CH:31][CH:30]=4)[CH3:40])[CH2:24][CH2:23]3)[CH:16]=[N:15][C:14]=2[CH:13]=[CH:12]1)[CH:9]=[CH2:10]. The catalyst class is: 229. (2) Reactant: [N:1]([CH2:4][C:5]1[CH:10]=[C:9]([F:11])[C:8]([Br:12])=[C:7]([F:13])[CH:6]=1)=[N+]=[N-].C1C=CC(P(C2C=CC=CC=2)C2C=CC=CC=2)=CC=1.O. Product: [Br:12][C:8]1[C:9]([F:11])=[CH:10][C:5]([CH2:4][NH2:1])=[CH:6][C:7]=1[F:13]. The catalyst class is: 1.